From a dataset of Full USPTO retrosynthesis dataset with 1.9M reactions from patents (1976-2016). Predict the reactants needed to synthesize the given product. (1) Given the product [Cl:14][C:11]1[CH:12]=[CH:13][C:8]([O:7][CH3:6])=[C:9]([NH:15][NH2:16])[CH:10]=1, predict the reactants needed to synthesize it. The reactants are: O.O.[Sn](Cl)Cl.[CH3:6][O:7][C:8]1[CH:13]=[CH:12][C:11]([Cl:14])=[CH:10][C:9]=1[N+:15]#[N:16].[Cl-].COC1C=CC(Cl)=CC=1N. (2) Given the product [O:24]=[C:23]1[NH:22][N:21]=[C:20]([CH2:25][CH2:26][CH3:27])/[C:19]/1=[C:11]1/[NH:12][C:13]2[C:18]([C:9]([S:8][C:5]3[CH:4]=[CH:3][C:2]([NH:1][C:28](=[O:32])[CH:29]([CH3:31])[CH3:30])=[CH:7][CH:6]=3)=[CH:10]/1)=[CH:17][CH:16]=[CH:15][CH:14]=2, predict the reactants needed to synthesize it. The reactants are: [NH2:1][C:2]1[CH:7]=[CH:6][C:5]([S:8][C:9]2[C:18]3[C:13](=[CH:14][CH:15]=[CH:16][CH:17]=3)[NH:12]/[C:11](=[C:19]3/[C:20]([CH2:25][CH2:26][CH3:27])=[N:21][NH:22][C:23]/3=[O:24])/[CH:10]=2)=[CH:4][CH:3]=1.[C:28](Cl)(=[O:32])[CH:29]([CH3:31])[CH3:30]. (3) Given the product [Cl:14][C:12]1[CH:11]=[N:10][C:9]2=[CH:15][N:6]([CH2:5][C:2]([NH:1][C:23](=[S:24])[C:22]3[CH:21]=[CH:20][C:19]([C:18]([F:17])([F:28])[F:29])=[CH:27][CH:26]=3)([C:3]#[N:4])[CH3:16])[N:7]=[C:8]2[CH:13]=1, predict the reactants needed to synthesize it. The reactants are: [NH2:1][C:2]([CH3:16])([CH2:5][N:6]1[CH:15]=[C:9]2[N:10]=[CH:11][C:12]([Cl:14])=[CH:13][C:8]2=[N:7]1)[C:3]#[N:4].[F:17][C:18]([F:29])([F:28])[C:19]1[CH:27]=[CH:26][C:22]([C:23](Cl)=[S:24])=[CH:21][CH:20]=1. (4) Given the product [ClH:24].[OH:1][C@H:2]1[CH2:6][NH:5][C@H:4]([C:14]([O:16][CH2:17][C:18]2[CH:23]=[CH:22][CH:21]=[CH:20][CH:19]=2)=[O:15])[CH2:3]1, predict the reactants needed to synthesize it. The reactants are: [OH:1][C@H:2]1[CH2:6][N:5](C(OC(C)(C)C)=O)[C@H:4]([C:14]([O:16][CH2:17][C:18]2[CH:23]=[CH:22][CH:21]=[CH:20][CH:19]=2)=[O:15])[CH2:3]1.[ClH:24].CCOC(C)=O. (5) Given the product [CH2:21]([OH:51])[C:22]([CH2:24][O:25][P:26]([OH:29])([OH:28])=[O:27])=[O:23], predict the reactants needed to synthesize it. The reactants are: C([O-])=O.[Na+].[OH-].[Na+].C([O-])=O.C1N=C(N)C2N=CN([C@@H]3[O:23][C@H:22]([CH2:24][O:25][P:26]([O:29]P(OC[C@H]4O[C@@H](N5C=C(C(N)=O)CC=C5)[C@H](O)[C@@H]4O)(O)=O)([OH:28])=[O:27])[C@@H:21]([OH:51])[C@H]3O)C=2N=1.